Dataset: Forward reaction prediction with 1.9M reactions from USPTO patents (1976-2016). Task: Predict the product of the given reaction. (1) Given the reactants [CH3:1][C:2]1[CH:3]=[C:4]([CH:10]=[C:11]([CH3:13])[CH:12]=1)[O:5][CH2:6][CH:7]1[CH2:9][O:8]1.[NH3:14], predict the reaction product. The product is: [CH3:1][C:2]1[CH:3]=[C:4]([CH:10]=[C:11]([CH3:13])[CH:12]=1)[O:5][CH2:6][CH:7]([OH:8])[CH2:9][NH2:14]. (2) Given the reactants [CH2:1]([C:4]1[CH:13]=[CH:12][C:11]2[N:10]=[CH:9][CH:8]=[CH:7][C:6]=2[C:5]=1[OH:14])[CH:2]=[CH2:3], predict the reaction product. The product is: [CH:1](/[C:4]1[CH:13]=[CH:12][C:11]2[N:10]=[CH:9][CH:8]=[CH:7][C:6]=2[C:5]=1[OH:14])=[CH:2]\[CH3:3]. (3) Given the reactants CCCCC(N([C@H](C(O)=O)C(C)C)CC1C=CC(C2C=CC=CC=2C2NN=NN=2)=CC=1)=O.Br[CH2:34][C:35]1[CH:40]=[CH:39][C:38]([C:41]2[CH:46]=[CH:45][CH:44]=[CH:43][C:42]=2[C:47]2[N:51]([C:52]([C:65]3[CH:70]=[CH:69][CH:68]=[CH:67][CH:66]=3)([C:59]3[CH:64]=[CH:63][CH:62]=[CH:61][CH:60]=3)[C:53]3[CH:58]=[CH:57][CH:56]=[CH:55][CH:54]=3)[N:50]=[N:49][N:48]=2)=[CH:37][CH:36]=1.[CH2:71]([O:78][C:79](=[O:85])[C@H:80]([CH:82]([CH3:84])[CH3:83])[NH2:81])[C:72]1[CH:77]=[CH:76][CH:75]=[CH:74][CH:73]=1, predict the reaction product. The product is: [CH2:71]([O:78][C:79](=[O:85])[C@H:80]([CH:82]([CH3:83])[CH3:84])[NH:81][CH2:34][C:35]1[CH:40]=[CH:39][C:38]([C:41]2[CH:46]=[CH:45][CH:44]=[CH:43][C:42]=2[C:47]2[N:51]([C:52]([C:65]3[CH:70]=[CH:69][CH:68]=[CH:67][CH:66]=3)([C:59]3[CH:64]=[CH:63][CH:62]=[CH:61][CH:60]=3)[C:53]3[CH:58]=[CH:57][CH:56]=[CH:55][CH:54]=3)[N:50]=[N:49][N:48]=2)=[CH:37][CH:36]=1)[C:72]1[CH:77]=[CH:76][CH:75]=[CH:74][CH:73]=1. (4) The product is: [Cl:1][C:2]1[C:7]([N+:8]([O-:10])=[O:9])=[C:6]([NH:12][CH2:13][CH2:14][NH:15][C:16](=[O:22])[O:17][C:18]([CH3:20])([CH3:19])[CH3:21])[CH:5]=[CH:4][N:3]=1. Given the reactants [Cl:1][C:2]1[C:7]([N+:8]([O-:10])=[O:9])=[C:6](Cl)[CH:5]=[CH:4][N:3]=1.[NH2:12][CH2:13][CH2:14][NH:15][C:16](=[O:22])[O:17][C:18]([CH3:21])([CH3:20])[CH3:19].CCN(CC)CC, predict the reaction product. (5) Given the reactants [CH:1]1([C:4]([C:12]2[CH:17]=[CH:16][CH:15]=[CH:14][CH:13]=2)([C:6]2[CH:11]=[CH:10][CH:9]=[CH:8][CH:7]=2)O)[CH2:3][CH2:2]1.[BrH:18], predict the reaction product. The product is: [C:6]1([C:4]([C:12]2[CH:17]=[CH:16][CH:15]=[CH:14][CH:13]=2)=[CH:1][CH2:2][CH2:3][Br:18])[CH:11]=[CH:10][CH:9]=[CH:8][CH:7]=1. (6) The product is: [CH3:1][O:2][C:3]([C:5]1[CH:6]=[C:7]([F:14])[CH:8]=[C:9]2[C:13]=1[N:12]([CH2:16][CH:17]([CH3:19])[CH3:18])[N:11]=[CH:10]2)=[O:4]. Given the reactants [CH3:1][O:2][C:3]([C:5]1[CH:6]=[C:7]([F:14])[CH:8]=[C:9]2[C:13]=1[NH:12][N:11]=[CH:10]2)=[O:4].I[CH2:16][CH:17]([CH3:19])[CH3:18], predict the reaction product.